Predict the reaction yield, written as a fraction of the theoretical maximum amount of product (1.0 means a 100% yield; for example, 0.34 means a 34% yield). From a dataset of Reaction yield outcomes from USPTO patents with 853,638 reactions. (1) The reactants are [CH2:1]([C@H:5]1[CH2:9][N:8]([C@H](C2C=CC=CC=2)C)[C:7](=[O:18])[CH2:6]1)[CH2:2][CH2:3][CH3:4].N.[Na]. The catalyst is O1CCCC1. The product is [CH2:1]([C@H:5]1[CH2:9][NH:8][C:7](=[O:18])[CH2:6]1)[CH2:2][CH2:3][CH3:4]. The yield is 0.870. (2) The reactants are Cl.[C:2](=[NH:6])([NH2:5])[CH2:3][CH3:4].C[O-].[Na+].[C:10]([C:12]1[CH:17]=[CH:16][CH:15]=[CH:14][C:13]=1[C:18]1[CH:23]=[CH:22][C:21]([CH2:24][CH:25]([C:30](=O)[CH2:31][CH2:32][CH3:33])[C:26](OC)=[O:27])=[CH:20][CH:19]=1)#[N:11]. The catalyst is CO. The product is [CH2:3]([C:2]1[NH:6][C:26](=[O:27])[C:25]([CH2:24][C:21]2[CH:22]=[CH:23][C:18]([C:13]3[C:12]([C:10]#[N:11])=[CH:17][CH:16]=[CH:15][CH:14]=3)=[CH:19][CH:20]=2)=[C:30]([CH2:31][CH2:32][CH3:33])[N:5]=1)[CH3:4]. The yield is 0.820. (3) The product is [NH2:11][C:9]1[N:8]=[CH:7][N:6]=[C:5]2[N:4]([CH:27]([C:25]3[C:24]([O:30][CH2:31][CH3:32])=[C:23]([C:33]4[CH:34]=[CH:35][C:36]([C:39]([N:41]([CH3:42])[CH3:43])=[O:40])=[N:37][CH:38]=4)[C:22]([CH3:44])=[C:21]([Cl:20])[CH:26]=3)[CH3:28])[N:3]=[C:2]([I:1])[C:10]=12. The reactants are [I:1][C:2]1[C:10]2[C:5](=[N:6][CH:7]=[N:8][C:9]=2[NH2:11])[NH:4][N:3]=1.C(=O)([O-])[O-].[Cs+].[Cs+].[I-].[K+].[Cl:20][C:21]1[C:22]([CH3:44])=[C:23]([C:33]2[CH:34]=[CH:35][C:36]([C:39]([N:41]([CH3:43])[CH3:42])=[O:40])=[N:37][CH:38]=2)[C:24]([O:30][CH2:31][CH3:32])=[C:25]([CH:27](Cl)[CH3:28])[CH:26]=1. The catalyst is CN(C)C=O.O. The yield is 0.470. (4) The catalyst is CO. The product is [F:3][C:4]1[CH:5]=[C:6]([N:10]2[CH2:14][CH2:13][CH2:12][CH:11]2[C:15]2[CH:16]=[C:17]([C:33]([OH:35])=[O:34])[CH:18]=[C:19]3[C:24]=2[O:23][C:22]([N:25]2[CH2:30][CH2:29][O:28][C@H:27]([CH3:31])[CH2:26]2)=[CH:21][C:20]3=[O:32])[CH:7]=[CH:8][CH:9]=1. The yield is 0.830. The reactants are [OH-].[Na+].[F:3][C:4]1[CH:5]=[C:6]([N:10]2[CH2:14][CH2:13][CH2:12][CH:11]2[C:15]2[CH:16]=[C:17]([C:33]([O:35]C)=[O:34])[CH:18]=[C:19]3[C:24]=2[O:23][C:22]([N:25]2[CH2:30][CH2:29][O:28][C@H:27]([CH3:31])[CH2:26]2)=[CH:21][C:20]3=[O:32])[CH:7]=[CH:8][CH:9]=1.Cl.